Dataset: Forward reaction prediction with 1.9M reactions from USPTO patents (1976-2016). Task: Predict the product of the given reaction. (1) Given the reactants F[C:2]1[CH:9]=[CH:8][C:5]([C:6]#[N:7])=[CH:4][CH:3]=1.[NH:10]1[CH:14]=[CH:13][N:12]=[C:11]1[Na], predict the reaction product. The product is: [N:10]1([C:2]2[CH:9]=[CH:8][C:5]([C:6]#[N:7])=[CH:4][CH:3]=2)[CH:14]=[CH:13][N:12]=[CH:11]1. (2) The product is: [CH:1]1([N:7]2[C:20](=[O:21])[C:18]3=[C:19]4[C:14](=[CH:15][CH:16]=[CH:17]3)[C:13]([C:32]3[CH:37]=[CH:36][C:35]([Cl:38])=[CH:34][C:33]=3[N+:39]([O-:41])=[O:40])=[CH:12][CH:11]=[C:10]4[C:8]2=[O:9])[CH2:2][CH2:3][CH2:4][CH2:5][CH2:6]1. Given the reactants [CH:1]1([N:7]2[C:20](=[O:21])[C:18]3=[C:19]4[C:14](=[CH:15][CH:16]=[CH:17]3)[C:13](B3OC(C)(C)C(C)(C)O3)=[CH:12][CH:11]=[C:10]4[C:8]2=[O:9])[CH2:6][CH2:5][CH2:4][CH2:3][CH2:2]1.Br[C:32]1[CH:37]=[CH:36][C:35]([Cl:38])=[CH:34][C:33]=1[N+:39]([O-:41])=[O:40].C(=O)([O-])[O-].[K+].[K+], predict the reaction product. (3) Given the reactants [C:1]([C:4]1[CH:9]=[CH:8][C:7]([S:10]([NH:13][C:14]([CH3:17])([CH3:16])[CH3:15])(=[O:12])=[O:11])=[C:6]([Cl:18])[C:5]=1[Cl:19])(=[O:3])[CH3:2].[C:20](OCC)(=[O:26])[C:21]([O:23][CH2:24][CH3:25])=[O:22], predict the reaction product. The product is: [C:14]([NH:13][S:10]([C:7]1[CH:8]=[CH:9][C:4]([C:1](=[O:3])[CH2:2][C:20](=[O:26])[C:21]([O:23][CH2:24][CH3:25])=[O:22])=[C:5]([Cl:19])[C:6]=1[Cl:18])(=[O:12])=[O:11])([CH3:15])([CH3:17])[CH3:16]. (4) Given the reactants [Si]([O:8][CH2:9][C:10]1[N:11]=[C:12]([C:15]2([NH:21][S@@:22]([C:24]([CH3:27])([CH3:26])[CH3:25])=[O:23])[CH2:20][CH2:19][O:18][CH2:17][CH2:16]2)[S:13][CH:14]=1)(C(C)(C)C)(C)C.F.F.F.C(N(CC)CC)C, predict the reaction product. The product is: [OH:8][CH2:9][C:10]1[N:11]=[C:12]([C:15]2([NH:21][S@@:22]([C:24]([CH3:27])([CH3:26])[CH3:25])=[O:23])[CH2:20][CH2:19][O:18][CH2:17][CH2:16]2)[S:13][CH:14]=1. (5) Given the reactants [Cl:1][C:2]1[CH:7]=[CH:6][N:5]=[C:4]2[NH:8][CH:9]=[C:10]([N+:11]([O-:13])=[O:12])[C:3]=12.[Br:14]N1C(=O)CCC1=O.O, predict the reaction product. The product is: [Br:14][C:7]1[C:2]([Cl:1])=[C:3]2[C:10]([N+:11]([O-:13])=[O:12])=[CH:9][NH:8][C:4]2=[N:5][CH:6]=1. (6) The product is: [Cl:1][C:2]1[CH:16]=[C:15]([O:17][CH2:18][CH:19]=[C:20]([Cl:22])[Cl:21])[CH:14]=[C:13]([Cl:23])[C:3]=1[O:4][CH2:5][CH2:6][CH2:7][O:8][C:28]1[CH:29]=[CH:30][C:25]([I:24])=[CH:26][CH:27]=1. Given the reactants [Cl:1][C:2]1[CH:16]=[C:15]([O:17][CH2:18][CH:19]=[C:20]([Cl:22])[Cl:21])[CH:14]=[C:13]([Cl:23])[C:3]=1[O:4][CH2:5][CH2:6][CH2:7][O:8]S(C)(=O)=O.[I:24][C:25]1[CH:30]=[CH:29][C:28](O)=[CH:27][CH:26]=1.C(=O)([O-])[O-].[K+].[K+], predict the reaction product.